From a dataset of Forward reaction prediction with 1.9M reactions from USPTO patents (1976-2016). Predict the product of the given reaction. (1) Given the reactants [CH2:1]([O:8][C:9]([N:11]1[CH2:15][CH2:14][CH2:13][CH:12]1[C:16](=[O:32])[NH:17][C:18]1[S:19][CH:20]=[C:21]([C:23]2[CH:28]=[CH:27][CH:26]=[CH:25][C:24]=2C(O)=O)[N:22]=1)=[O:10])[C:2]1[CH:7]=[CH:6][CH:5]=[CH:4][CH:3]=1.CN(C(ON1N=[N:48][C:43]2[CH:44]=[CH:45][CH:46]=[N:47][C:42]1=2)=[N+](C)C)C.F[P-](F)(F)(F)(F)F.CCN(C(C)C)C(C)C.[C:66]([O:70][C:71](N1CCCC(N)C1)=[O:72])([CH3:69])([CH3:68])[CH3:67].CN([CH:83]=[O:84])C, predict the reaction product. The product is: [C:66]([O:70][C:71]([N:47]1[CH2:46][CH2:45][CH2:44][CH:43]([NH:48][C:83](=[O:84])[C:26]2[CH:27]=[CH:28][C:23]([C:21]3[N:22]=[C:18]([NH:17][C:16]([CH:12]4[CH2:13][CH2:14][CH2:15][N:11]4[C:9]([O:8][CH2:1][C:2]4[CH:3]=[CH:4][CH:5]=[CH:6][CH:7]=4)=[O:10])=[O:32])[S:19][CH:20]=3)=[CH:24][CH:25]=2)[CH2:42]1)=[O:72])([CH3:69])([CH3:68])[CH3:67]. (2) Given the reactants [NH2:1][C:2]1[CH:11]=[C:10]2[C:5]([CH:6]([CH2:12][CH2:13][CH2:14][CH3:15])[O:7][C:8]2=[O:9])=[CH:4][CH:3]=1.[O-:16][C:17]#[N:18].[K+], predict the reaction product. The product is: [CH2:12]([CH:6]1[C:5]2[C:10](=[CH:11][C:2]([NH:1][C:17]([NH2:18])=[O:16])=[CH:3][CH:4]=2)[C:8](=[O:9])[O:7]1)[CH2:13][CH2:14][CH3:15]. (3) Given the reactants [Br:1][C:2]1[CH:15]=[C:14]2[C:5]([O:6][C:7]3[CH:8]=[C:9]([F:19])[C:10]([O:17][CH3:18])=[CH:11][C:12]=3[C:13]2=[O:16])=[CH:4][CH:3]=1.[CH3:20][Mg]Cl, predict the reaction product. The product is: [Br:1][C:2]1[CH:15]=[C:14]2[C:5]([O:6][C:7]3[CH:8]=[C:9]([F:19])[C:10]([O:17][CH3:18])=[CH:11][C:12]=3[C:13]2([CH3:20])[OH:16])=[CH:4][CH:3]=1. (4) Given the reactants N(CCC[Si](OC)(OC)OC)[C:2](N)=O.[NH:15]([CH2:19][CH2:20][CH2:21][Si:22](OCC)([O:26][CH2:27][CH3:28])[O:23][CH2:24][CH3:25])C(N)=O, predict the reaction product. The product is: [NH2:15][CH2:19][CH2:20][CH2:21][Si:22]([CH3:2])([O:26][CH2:27][CH3:28])[O:23][CH2:24][CH3:25]. (5) Given the reactants [CH2:1]([N:8]1[CH2:14][CH:13]2[CH2:15][CH:10]([CH2:11][CH:12]2[OH:16])[CH2:9]1)[C:2]1[CH:7]=[CH:6][CH:5]=[CH:4][CH:3]=1.C[N+]1([O-])CCOCC1, predict the reaction product. The product is: [CH2:1]([N:8]1[CH2:14][CH:13]2[CH2:15][CH:10]([CH2:11][C:12]2=[O:16])[CH2:9]1)[C:2]1[CH:3]=[CH:4][CH:5]=[CH:6][CH:7]=1.